The task is: Predict the reaction yield, written as a fraction of the theoretical maximum amount of product (1.0 means a 100% yield; for example, 0.34 means a 34% yield).. This data is from Reaction yield outcomes from USPTO patents with 853,638 reactions. The reactants are [NH2:1][C:2]1[C:3]([CH:22]2[CH2:24][CH2:23]2)=[CH:4][C:5]2[C:9]([CH:10]=1)=[N:8][N:7]([C:11]1[CH:16]=[CH:15][C:14]([Br:17])=[CH:13][CH:12]=1)[C:6]=2[C:18]([NH:20][CH3:21])=[O:19].[F:25][CH:26]([F:31])[S:27](Cl)(=[O:29])=[O:28]. The catalyst is N1C=CC=CC=1. The product is [Br:17][C:14]1[CH:13]=[CH:12][C:11]([N:7]2[C:6]([C:18]([NH:20][CH3:21])=[O:19])=[C:5]3[C:9]([CH:10]=[C:2]([NH:1][S:27]([CH:26]([F:31])[F:25])(=[O:29])=[O:28])[C:3]([CH:22]4[CH2:24][CH2:23]4)=[CH:4]3)=[N:8]2)=[CH:16][CH:15]=1. The yield is 0.690.